Dataset: Catalyst prediction with 721,799 reactions and 888 catalyst types from USPTO. Task: Predict which catalyst facilitates the given reaction. (1) Reactant: [C:1]([NH:4][C:5]1[CH:19]=[CH:18][C:8]([O:9][CH2:10][CH2:11][CH2:12][C:13]([O:15][CH2:16][CH3:17])=[O:14])=[CH:7][C:6]=1[NH:20][CH2:21][C:22]1[C:27]([Cl:28])=[CH:26][C:25]([C:29]([F:32])([F:31])[F:30])=[CH:24][N:23]=1)(=O)[CH3:2].OS(O)(=O)=O.[OH-].[Na+]. Product: [Cl:28][C:27]1[C:22]([CH2:21][N:20]2[C:6]3[CH:7]=[C:8]([O:9][CH2:10][CH2:11][CH2:12][C:13]([O:15][CH2:16][CH3:17])=[O:14])[CH:18]=[CH:19][C:5]=3[N:4]=[C:1]2[CH3:2])=[N:23][CH:24]=[C:25]([C:29]([F:32])([F:30])[F:31])[CH:26]=1. The catalyst class is: 14. (2) Product: [F:1][C:2]1[CH:7]=[C:6]([CH2:8][C:9](=[O:22])[CH3:10])[CH:5]=[CH:4][C:3]=1[S:14]([CH3:17])(=[O:16])=[O:15]. The catalyst class is: 693. Reactant: [F:1][C:2]1[CH:7]=[C:6]([CH:8]=[C:9]([N+]([O-])=O)[CH3:10])[CH:5]=[CH:4][C:3]=1[S:14]([CH3:17])(=[O:16])=[O:15].Cl.C1C[O:22]CC1. (3) Reactant: [CH3:1][N:2]1[C:6]([C:7]([NH2:9])=[O:8])=[C:5]([N+:10]([O-])=O)[CH:4]=[N:3]1.C1N=CN([C:18](N2C=NC=C2)=[O:19])C=1. Product: [CH3:1][N:2]1[C:6]2[C:7](=[O:8])[NH:9][C:18](=[O:19])[NH:10][C:5]=2[CH:4]=[N:3]1. The catalyst class is: 10.